Dataset: Full USPTO retrosynthesis dataset with 1.9M reactions from patents (1976-2016). Task: Predict the reactants needed to synthesize the given product. Given the product [Cl:18][C:19]1[CH:20]=[C:21]([CH:24]=[C:25]([Cl:27])[CH:26]=1)[CH2:22][NH:23][C:3]([C:5]1[N:6]([CH3:17])[CH2:7][C:8]2[CH:9]=[CH:10][CH:11]=[N:12][C:13]=2[C:14]=1[OH:15])=[O:4], predict the reactants needed to synthesize it. The reactants are: CO[C:3]([C:5]1[N:6]([CH3:17])[CH2:7][C:8]2[CH:9]=[CH:10][CH:11]=[N:12][C:13]=2[C:14]=1[O:15]C)=[O:4].[Cl:18][C:19]1[CH:20]=[C:21]([CH:24]=[C:25]([Cl:27])[CH:26]=1)[CH2:22][NH2:23].[Cl-].[Al+3].[Cl-].[Cl-].C([O-])(O)=O.[Na+].C(N(CC(O)=O)CC(O)=O)CN(CC(O)=O)CC(O)=O.